From a dataset of Catalyst prediction with 721,799 reactions and 888 catalyst types from USPTO. Predict which catalyst facilitates the given reaction. (1) Reactant: [NH2:1][C:2]1[S:3][CH:4]=[C:5]([C:7]([O:9][CH2:10][CH3:11])=[O:8])[N:6]=1.[N:12]([C:15]1[CH:20]=[CH:19][CH:18]=[CH:17][C:16]=1[O:21][C:22]([F:25])([F:24])[F:23])=[C:13]=[O:14]. Product: [F:23][C:22]([F:24])([F:25])[O:21][C:16]1[CH:17]=[CH:18][CH:19]=[CH:20][C:15]=1[NH:12][C:13](=[O:14])[NH:1][C:2]1[S:3][CH:4]=[C:5]([C:7]([O:9][CH2:10][CH3:11])=[O:8])[N:6]=1. The catalyst class is: 2. (2) Reactant: CCN(CC)CC.[OH:8][CH2:9][C:10]1([CH2:23][OH:24])[CH2:15][CH2:14][N:13]([C:16]([O:18][C:19]([CH3:22])([CH3:21])[CH3:20])=[O:17])[CH2:12][CH2:11]1.[CH3:25][P:26](Cl)(Cl)=[O:27]. Product: [CH3:25][P:26]1(=[O:27])[O:24][CH2:23][C:10]2([CH2:15][CH2:14][N:13]([C:16]([O:18][C:19]([CH3:20])([CH3:21])[CH3:22])=[O:17])[CH2:12][CH2:11]2)[CH2:9][O:8]1. The catalyst class is: 326. (3) Reactant: [CH2:1]([NH:8][N:9]1[C:17]2[C:12](=[N:13][CH:14]=[C:15]([C:18]3[CH:19]=[N:20][N:21]([CH:23]4[CH2:28][CH2:27][N:26](C(OC(C)(C)C)=O)[CH2:25][CH2:24]4)[CH:22]=3)[CH:16]=2)[CH:11]=[CH:10]1)[C:2]1[CH:7]=[CH:6][CH:5]=[CH:4][CH:3]=1.Cl. Product: [CH2:1]([NH:8][N:9]1[C:17]2[C:12](=[N:13][CH:14]=[C:15]([C:18]3[CH:19]=[N:20][N:21]([CH:23]4[CH2:28][CH2:27][NH:26][CH2:25][CH2:24]4)[CH:22]=3)[CH:16]=2)[CH:11]=[CH:10]1)[C:2]1[CH:3]=[CH:4][CH:5]=[CH:6][CH:7]=1. The catalyst class is: 5. (4) Reactant: C(O)(=O)C.[CH3:5][C:6]1[CH:7]=[CH:8][C:9]([O:12][CH2:13][C:14]2[CH:21]=[CH:20][C:17]([CH:18]=O)=[CH:16][CH:15]=2)=[N:10][CH:11]=1.[N+:22]([CH3:25])([O-:24])=[O:23].C([O-])(=O)C.[NH4+]. Product: [CH3:5][C:6]1[CH:7]=[CH:8][C:9]([O:12][CH2:13][C:14]2[CH:21]=[CH:20][C:17](/[CH:18]=[CH:25]/[N+:22]([O-:24])=[O:23])=[CH:16][CH:15]=2)=[N:10][CH:11]=1. The catalyst class is: 84. (5) Reactant: Cl[C:2]1[CH:7]=[C:6]([O:8][CH2:9][C:10]#[CH:11])[N:5]=[CH:4][N:3]=1.C(=O)([O-])[O-].[K+].[K+].[Cl:18][C:19]1[CH:20]=[C:21]([OH:26])[CH:22]=[CH:23][C:24]=1[Cl:25].[Cl-].[NH4+]. Product: [Cl:18][C:19]1[CH:20]=[C:21]([CH:22]=[CH:23][C:24]=1[Cl:25])[O:26][C:2]1[CH:7]=[C:6]([O:8][CH2:9][C:10]#[CH:11])[N:5]=[CH:4][N:3]=1. The catalyst class is: 9.